Dataset: Peptide-MHC class I binding affinity with 185,985 pairs from IEDB/IMGT. Task: Regression. Given a peptide amino acid sequence and an MHC pseudo amino acid sequence, predict their binding affinity value. This is MHC class I binding data. (1) The peptide sequence is ITDEINQIK. The MHC is HLA-A23:01 with pseudo-sequence HLA-A23:01. The binding affinity (normalized) is 0.0847. (2) The peptide sequence is VSDTTVLLH. The MHC is HLA-B15:01 with pseudo-sequence HLA-B15:01. The binding affinity (normalized) is 0.0847. (3) The peptide sequence is EMKTDAATLAQ. The MHC is HLA-A02:03 with pseudo-sequence HLA-A02:03. The binding affinity (normalized) is 0.374. (4) The peptide sequence is WFSFGASCF. The MHC is HLA-A24:02 with pseudo-sequence HLA-A24:02. The binding affinity (normalized) is 0.494. (5) The peptide sequence is KYHSNVKEL. The MHC is HLA-B27:05 with pseudo-sequence HLA-B27:05. The binding affinity (normalized) is 0.